Dataset: Forward reaction prediction with 1.9M reactions from USPTO patents (1976-2016). Task: Predict the product of the given reaction. (1) Given the reactants [Cl:1][C:2]1[CH:7]=[CH:6][C:5]([OH:8])=[C:4]([C:9]([CH:17]2[CH2:19][CH2:18]2)([OH:16])[CH2:10][N:11]2[CH:15]=[CH:14][N:13]=[CH:12]2)[CH:3]=1.[CH2:20](Cl)[CH2:21][C:22]1[CH:27]=[CH:26][CH:25]=[CH:24][CH:23]=1, predict the reaction product. The product is: [Cl:1][C:2]1[CH:7]=[CH:6][C:5]([O:8][CH2:20][CH2:21][C:22]2[CH:27]=[CH:26][CH:25]=[CH:24][CH:23]=2)=[C:4]([C:9]([CH:17]2[CH2:19][CH2:18]2)([OH:16])[CH2:10][N:11]2[CH:15]=[CH:14][N:13]=[CH:12]2)[CH:3]=1. (2) Given the reactants N1C2C(=NC=CC=2)N(O[C:11]([C:13]2[C:17]([CH3:18])=[C:16](/[CH:19]=[C:20]3\[C:21](=[O:41])[NH:22][C:23]4[C:28]\3=[CH:27][C:26]([S:29]([CH2:32][C:33]3[C:38]([Cl:39])=[CH:37][CH:36]=[CH:35][C:34]=3[Cl:40])(=[O:31])=[O:30])=[CH:25][CH:24]=4)[NH:15][C:14]=2[CH3:42])=[O:12])N=1.Cl.[F:44][CH2:45][CH2:46][NH2:47], predict the reaction product. The product is: [F:44][CH2:45][CH2:46][NH:47][C:11]([C:13]1[C:17]([CH3:18])=[C:16](/[CH:19]=[C:20]2\[C:21](=[O:41])[NH:22][C:23]3[C:28]\2=[CH:27][C:26]([S:29]([CH2:32][C:33]2[C:38]([Cl:39])=[CH:37][CH:36]=[CH:35][C:34]=2[Cl:40])(=[O:30])=[O:31])=[CH:25][CH:24]=3)[NH:15][C:14]=1[CH3:42])=[O:12]. (3) The product is: [C:1]([O:5][C:6](=[O:28])[NH:7][C@H:8]([C:10]1[N:19]([C:20]2[CH:25]=[CH:24][CH:23]=[CH:22][CH:21]=2)[C:18](=[O:26])[C:17]2[C:12](=[CH:13][CH:14]=[CH:15][C:16]=2[C:29]#[N:30])[N:11]=1)[CH3:9])([CH3:4])([CH3:3])[CH3:2]. Given the reactants [C:1]([O:5][C:6](=[O:28])[NH:7][C@H:8]([C:10]1[N:19]([C:20]2[CH:25]=[CH:24][CH:23]=[CH:22][CH:21]=2)[C:18](=[O:26])[C:17]2[C:12](=[CH:13][CH:14]=[CH:15][C:16]=2Br)[N:11]=1)[CH3:9])([CH3:4])([CH3:3])[CH3:2].[CH3:29][N:30]1C(=O)CCC1, predict the reaction product. (4) Given the reactants [Si:1]([O:8][C@H:9]([CH2:14][CH2:15][C@:16]1([CH3:29])[C@H:20]([CH:21]=[CH2:22])[O:19][C@H:18]([C:23]2[CH:28]=[CH:27][CH:26]=[CH:25][CH:24]=2)[O:17]1)[CH2:10][C:11]([OH:13])=[O:12])([C:4]([CH3:7])([CH3:6])[CH3:5])([CH3:3])[CH3:2].C(N(CC)CC)C.ClC1C=C(Cl)C=C(Cl)C=1C(Cl)=O.[CH3:49][O:50][C:51]1[CH:68]=[CH:67][C:54]([CH2:55][O:56][CH2:57]/[CH:58]=[C:59](\[CH3:66])/[C@@H:60](O)[C@@H:61]([CH3:64])[CH:62]=[CH2:63])=[CH:53][CH:52]=1.Cl, predict the reaction product. The product is: [Si:1]([O:8][CH:9]([CH2:14][CH2:15][C@:16]1([CH3:29])[C@H:20]([CH:21]=[CH2:22])[O:19][C@H:18]([C:23]2[CH:24]=[CH:25][CH:26]=[CH:27][CH:28]=2)[O:17]1)[CH2:10][C:11]([O:13][C@@H:60]([C@@H:61]([CH3:64])[CH:62]=[CH2:63])/[C:59](/[CH3:66])=[CH:58]/[CH2:57][O:56][CH2:55][C:54]1[CH:67]=[CH:68][C:51]([O:50][CH3:49])=[CH:52][CH:53]=1)=[O:12])([C:4]([CH3:5])([CH3:6])[CH3:7])([CH3:3])[CH3:2]. (5) Given the reactants [F:1][C:2]1[C:3]([C:31]2[S:35][C:34]([C:36]3([OH:40])[CH2:39][CH2:38][CH2:37]3)=[N:33][CH:32]=2)=[C:4]2[CH:10]=[C:9]([C:11]3[CH:16]=[CH:15][CH:14]=[C:13]([S:17]([CH3:20])(=[O:19])=[O:18])[CH:12]=3)[N:8](S(C3C=CC(C)=CC=3)(=O)=O)[C:5]2=[N:6][CH:7]=1.Cl, predict the reaction product. The product is: [F:1][C:2]1[C:3]([C:31]2[S:35][C:34]([C:36]3([OH:40])[CH2:39][CH2:38][CH2:37]3)=[N:33][CH:32]=2)=[C:4]2[CH:10]=[C:9]([C:11]3[CH:16]=[CH:15][CH:14]=[C:13]([S:17]([CH3:20])(=[O:19])=[O:18])[CH:12]=3)[NH:8][C:5]2=[N:6][CH:7]=1. (6) Given the reactants [N:1]1([CH:7]2[CH2:12][CH2:11][NH:10][CH2:9][CH2:8]2)[CH2:6][CH2:5][CH2:4][CH2:3][CH2:2]1.C([O-])([O-])=O.[K+].[K+].[CH3:19][O:20][C:21]([C:23]1[C:32]2[C:27](=[CH:28][CH:29]=[CH:30][CH:31]=2)[N:26]=[C:25]([C:33]2[CH:38]=[CH:37][CH:36]=[CH:35][CH:34]=2)[C:24]=1[CH2:39]Br)=[O:22], predict the reaction product. The product is: [CH3:19][O:20][C:21]([C:23]1[C:32]2[C:27](=[CH:28][CH:29]=[CH:30][CH:31]=2)[N:26]=[C:25]([C:33]2[CH:38]=[CH:37][CH:36]=[CH:35][CH:34]=2)[C:24]=1[CH2:39][N:10]1[CH2:11][CH2:12][CH:7]([N:1]2[CH2:6][CH2:5][CH2:4][CH2:3][CH2:2]2)[CH2:8][CH2:9]1)=[O:22].